From a dataset of TCR-epitope binding with 47,182 pairs between 192 epitopes and 23,139 TCRs. Binary Classification. Given a T-cell receptor sequence (or CDR3 region) and an epitope sequence, predict whether binding occurs between them. (1) The TCR CDR3 sequence is CSVPSGINGYTF. Result: 1 (the TCR binds to the epitope). The epitope is RIFTIGTVTLK. (2) The TCR CDR3 sequence is CASSQSGGDVGELFF. Result: 0 (the TCR does not bind to the epitope). The epitope is ATVVIGTSK. (3) The epitope is EEHVQIHTI. Result: 1 (the TCR binds to the epitope). The TCR CDR3 sequence is CASSSLEGNTEAFF. (4) The epitope is FLYALALLL. The TCR CDR3 sequence is CASSPAAGGAYEQYF. Result: 0 (the TCR does not bind to the epitope). (5) The epitope is IPIQASLPF. The TCR CDR3 sequence is CSARDKTGNGYTF. Result: 0 (the TCR does not bind to the epitope). (6) The epitope is NYSGVVTTVMF. The TCR CDR3 sequence is CASSSLTGSGQPQHF. Result: 0 (the TCR does not bind to the epitope). (7) The epitope is NEGVKAAW. The TCR CDR3 sequence is CSARDSGDGGYQPQHF. Result: 0 (the TCR does not bind to the epitope). (8) The epitope is HTTDPSFLGRY. The TCR CDR3 sequence is CASRLGLGYEQYF. Result: 0 (the TCR does not bind to the epitope). (9) The epitope is FLKEKGGL. The TCR CDR3 sequence is CASSMGQGATEAFF. Result: 1 (the TCR binds to the epitope).